Regression. Given a peptide amino acid sequence and an MHC pseudo amino acid sequence, predict their binding affinity value. This is MHC class II binding data. From a dataset of Peptide-MHC class II binding affinity with 134,281 pairs from IEDB. The peptide sequence is ERIFKRFDTNGDGKI. The MHC is HLA-DPA10103-DPB10201 with pseudo-sequence HLA-DPA10103-DPB10201. The binding affinity (normalized) is 0.159.